From a dataset of Full USPTO retrosynthesis dataset with 1.9M reactions from patents (1976-2016). Predict the reactants needed to synthesize the given product. (1) Given the product [C:16]([NH:15][CH2:14][CH2:13][CH:9]1[C:10]2[C:6](=[CH:5][CH:4]=[C:3]([NH:2][C:26](=[O:27])[CH2:25][C:19]3[CH:24]=[CH:23][CH:22]=[CH:21][CH:20]=3)[C:11]=2[OH:12])[CH2:7][CH2:8]1)(=[O:18])[CH3:17], predict the reactants needed to synthesize it. The reactants are: Cl.[NH2:2][C:3]1[C:11]([OH:12])=[C:10]2[C:6]([CH2:7][CH2:8][CH:9]2[CH2:13][CH2:14][NH:15][C:16](=[O:18])[CH3:17])=[CH:5][CH:4]=1.[C:19]1([CH2:25][C:26](Cl)=[O:27])[CH:24]=[CH:23][CH:22]=[CH:21][CH:20]=1.O. (2) Given the product [Cl:3][C:4]1[CH:16]=[C:15]([F:17])[CH:14]=[CH:13][C:5]=1[CH:6]([OH:7])[CH:8]1[CH2:10][CH:9]1[C:11]#[N:12], predict the reactants needed to synthesize it. The reactants are: [BH4-].[Na+].[Cl:3][C:4]1[CH:16]=[C:15]([F:17])[CH:14]=[CH:13][C:5]=1[C:6]([CH:8]1[CH2:10][CH:9]1[C:11]#[N:12])=[O:7].ClCCl.